From a dataset of Full USPTO retrosynthesis dataset with 1.9M reactions from patents (1976-2016). Predict the reactants needed to synthesize the given product. (1) Given the product [N:25]1[CH:30]=[CH:29][C:28]([C:7]2[CH:2]=[CH:3][C:4]([C:21]([F:24])([F:23])[F:22])=[C:5]([C:8]([N:10]3[CH2:14][CH2:13][CH2:12][C@H:11]3[CH2:15][N:16]3[CH2:20][CH2:19][CH2:18][CH2:17]3)=[O:9])[CH:6]=2)=[CH:27][CH:26]=1, predict the reactants needed to synthesize it. The reactants are: Br[C:2]1[CH:7]=[CH:6][C:5]([C:8]([N:10]2[CH2:14][CH2:13][CH2:12][C@H:11]2[CH2:15][N:16]2[CH2:20][CH2:19][CH2:18][CH2:17]2)=[O:9])=[C:4]([C:21]([F:24])([F:23])[F:22])[CH:3]=1.[N:25]1[CH:30]=[CH:29][C:28](B(O)O)=[CH:27][CH:26]=1. (2) Given the product [NH2:1][C:2]1[C:7]([NH2:8])=[C:6]([O:11][CH2:12][C:13]2[CH:14]=[CH:15][CH:16]=[CH:17][CH:18]=2)[CH:5]=[CH:4][N:3]=1, predict the reactants needed to synthesize it. The reactants are: [NH2:1][C:2]1[C:7]([N+:8]([O-])=O)=[C:6]([O:11][CH2:12][C:13]2[CH:18]=[CH:17][CH:16]=[CH:15][CH:14]=2)[CH:5]=[CH:4][N:3]=1.O.NN. (3) Given the product [CH3:1][CH:2]1[CH2:3][CH2:4][N:5]([S:10]([C:13]2[CH:14]=[CH:15][C:16]([CH3:17])=[CH:18][CH:19]=2)(=[O:12])=[O:11])[CH2:6][CH2:7][C:8]1=[O:9], predict the reactants needed to synthesize it. The reactants are: [CH3:1][C:2]1(C(OCC)=O)[C:8](=[O:9])[CH2:7][CH2:6][N:5]([S:10]([C:13]2[CH:19]=[CH:18][C:16]([CH3:17])=[CH:15][CH:14]=2)(=[O:12])=[O:11])[CH2:4][CH2:3]1.Cl. (4) Given the product [CH:8]1([C:13]([N:15]2[CH2:20][CH:19]([C:21]3[CH:22]=[CH:23][C:24]([CH2:27][CH3:28])=[CH:25][CH:26]=3)[CH2:18][CH:17]([NH:29][C:37]([C:33]3[S:32][C:31]([CH3:30])=[N:35][C:34]=3[CH3:36])=[O:38])[CH2:16]2)=[O:14])[CH2:9][CH2:10][CH2:11][CH2:12]1, predict the reactants needed to synthesize it. The reactants are: FC(F)(F)C(O)=O.[CH:8]1([C:13]([N:15]2[CH2:20][CH:19]([C:21]3[CH:26]=[CH:25][C:24]([CH2:27][CH3:28])=[CH:23][CH:22]=3)[CH2:18][CH:17]([NH2:29])[CH2:16]2)=[O:14])[CH2:12][CH2:11][CH2:10][CH2:9]1.[CH3:30][C:31]1[S:32][C:33]([C:37](O)=[O:38])=[C:34]([CH3:36])[N:35]=1. (5) Given the product [NH2:1][C:2]1[C:7]([C:8]#[N:9])=[C:6]([NH:10][C@H:11]([C:13]2[N:14]([CH:33]3[CH2:37][CH2:36][CH2:35][CH2:34]3)[C:15]3[CH:21]=[CH:20][CH:19]=[C:18]([S:22]([CH3:25])(=[O:24])=[O:23])[C:16]=3[N:17]=2)[CH3:12])[N:5]=[CH:4][N:3]=1, predict the reactants needed to synthesize it. The reactants are: [NH2:1][C:2]1[C:7]([C:8]#[N:9])=[C:6]([NH:10][C@H:11]([C:13]2[NH:17][C:16]3[C:18]([S:22]([CH3:25])(=[O:24])=[O:23])=[CH:19][CH:20]=[CH:21][C:15]=3[N:14]=2)[CH3:12])[N:5]=[CH:4][N:3]=1.C(=O)([O-])[O-].[Cs+].[Cs+].Br[CH:33]1[CH2:37][CH2:36][CH2:35][CH2:34]1.